From a dataset of Full USPTO retrosynthesis dataset with 1.9M reactions from patents (1976-2016). Predict the reactants needed to synthesize the given product. (1) Given the product [CH2:10]([O:9][C:7](=[O:8])[C:4]#[C:3][CH:2]([CH3:5])[CH3:1])[CH3:11], predict the reactants needed to synthesize it. The reactants are: [CH3:1][CH:2]([CH3:5])[C:3]#[CH:4].Cl[C:7]([O:9][CH2:10][CH3:11])=[O:8]. (2) The reactants are: [C:1]1([CH:7]2[O:11][N:10]=[C:9]([C:12]3[N:13]=[C:14]([C:17]4[CH2:18][CH2:19][N:20](CC5C=CC=CC=5)[CH2:21][CH:22]=4)[S:15][CH:16]=3)[CH2:8]2)[CH:6]=[CH:5][CH:4]=[CH:3][CH:2]=1.[Cl:30]C(OC(Cl)C)=O. Given the product [ClH:30].[C:1]1([CH:7]2[O:11][N:10]=[C:9]([C:12]3[N:13]=[C:14]([C:17]4[CH2:18][CH2:19][NH:20][CH2:21][CH:22]=4)[S:15][CH:16]=3)[CH2:8]2)[CH:2]=[CH:3][CH:4]=[CH:5][CH:6]=1, predict the reactants needed to synthesize it.